This data is from Full USPTO retrosynthesis dataset with 1.9M reactions from patents (1976-2016). The task is: Predict the reactants needed to synthesize the given product. (1) Given the product [OH:27][CH2:26][CH2:25][N:20]1[CH:19]=[CH:18][C:17]2[C:22](=[CH:23][C:14]([N:11]3[CH2:12][CH2:13][NH:8][CH2:9][CH2:10]3)=[CH:15][CH:16]=2)[C:21]1=[O:24], predict the reactants needed to synthesize it. The reactants are: C(OC([N:8]1[CH2:13][CH2:12][N:11]([C:14]2[CH:23]=[C:22]3[C:17]([CH:18]=[CH:19][N:20]([CH2:25][CH2:26][OH:27])[C:21]3=[O:24])=[CH:16][CH:15]=2)[CH2:10][CH2:9]1)=O)(C)(C)C. (2) Given the product [Cl:1][C:2]1[CH:3]=[C:4]([CH:8]=[C:9]([N:11]2[CH2:12][CH2:13][CH:14]([NH:17][C:18]([C:20]3[NH:21][C:22]([CH3:27])=[C:23]([Cl:26])[C:24]=3[Cl:25])=[O:19])[CH2:15][CH2:16]2)[N:10]=1)[C:5]([NH:31][O:29][CH3:30])=[O:6], predict the reactants needed to synthesize it. The reactants are: [Cl:1][C:2]1[CH:3]=[C:4]([CH:8]=[C:9]([N:11]2[CH2:16][CH2:15][CH:14]([NH:17][C:18]([C:20]3[NH:21][C:22]([CH3:27])=[C:23]([Cl:26])[C:24]=3[Cl:25])=[O:19])[CH2:13][CH2:12]2)[N:10]=1)[C:5](O)=[O:6].Cl.[O:29]([NH2:31])[CH3:30]. (3) Given the product [CH2:42]([N:43]1[CH2:46][CH2:11][CH:10]([C:4]([OH:12])([CH3:3])[CH3:5])[CH2:40][CH2:44]1)[C:16]1[CH:21]=[CH:20][CH:19]=[CH:18][CH:17]=1, predict the reactants needed to synthesize it. The reactants are: N1[CH2:11][CH2:10][CH:4]([C:5](OCC)=O)[CH2:3]C1.[OH-:12].[Na+].BrC[C:16]1[CH:21]=[CH:20][CH:19]=[CH:18][CH:17]=1.C(N1CCC(C(OCC)=O)CC1)C1C=CC=CC=1.[CH3:40][Li].[CH3:42][N:43]([CH3:46])[CH:44]=O. (4) Given the product [CH3:9][O:10][C:11]1[CH:12]=[C:13]([C:19]2[C:20](=[O:22])[C:8]3[C:1](=[CH:3][C:4]([OH:5])=[CH:6][CH:7]=3)[O:2][CH:29]=2)[CH:14]=[CH:15][C:16]=1[O:17][CH3:18], predict the reactants needed to synthesize it. The reactants are: [C:1]1([CH:8]=[CH:7][CH:6]=[C:4]([OH:5])[CH:3]=1)[OH:2].[CH3:9][O:10][C:11]1[CH:12]=[C:13]([CH2:19][C:20]([OH:22])=O)[CH:14]=[CH:15][C:16]=1[O:17][CH3:18].P(Cl)(Cl)(Cl)(Cl)Cl.[CH3:29]N(C=O)C. (5) Given the product [CH:11]1([N:8]2[C:9]3[CH:10]=[C:2]([C:24]4[CH:25]=[CH:26][C:21]([OH:20])=[CH:22][CH:23]=4)[CH:3]=[C:4]([C:16]([O:18][CH3:19])=[O:17])[C:5]=3[CH:6]=[N:7]2)[CH2:15][CH2:14][CH2:13][CH2:12]1, predict the reactants needed to synthesize it. The reactants are: Br[C:2]1[CH:3]=[C:4]([C:16]([O:18][CH3:19])=[O:17])[C:5]2[CH:6]=[N:7][N:8]([CH:11]3[CH2:15][CH2:14][CH2:13][CH2:12]3)[C:9]=2[CH:10]=1.[OH:20][C:21]1[CH:26]=[CH:25][C:24](B(O)O)=[CH:23][CH:22]=1.C([O-])([O-])=O.[Na+].[Na+].CO. (6) Given the product [Cl:1][CH2:2][C:3]([NH:5][C:6]1[CH:7]=[C:8]2[C:13](=[CH:14][C:15]=1[O:16][CH2:17][CH2:18][O:19][CH2:57][CH2:58][O:59][CH2:60][CH2:61][O:62][CH2:63][CH2:64][O:65][CH2:66][CH2:67][O:68][CH2:69][CH2:70][F:71])[N:12]=[CH:11][N:10]=[C:9]2[NH:23][C:24]1[CH:29]=[C:28]([Cl:30])[C:27]([Cl:31])=[CH:26][C:25]=1[F:32])=[O:4], predict the reactants needed to synthesize it. The reactants are: [Cl:1][CH2:2][C:3]([NH:5][C:6]1[CH:7]=[C:8]2[C:13](=[CH:14][C:15]=1[O:16][CH2:17][CH2:18][O:19]CCF)[N:12]=[CH:11][N:10]=[C:9]2[NH:23][C:24]1[CH:29]=[C:28]([Cl:30])[C:27]([Cl:31])=[CH:26][C:25]=1[F:32])=[O:4].ClC1C(Cl)=CC(NC2C3C(=CC(OCCO[CH2:57][CH2:58][O:59][CH2:60][CH2:61][O:62][CH2:63][CH2:64][O:65][CH2:66][CH2:67][O:68][CH2:69][CH2:70][F:71])=C(N)C=3)N=CN=2)=C(F)C=1.CCN(C(C)C)C(C)C.ClCC(Cl)=O.